Dataset: Reaction yield outcomes from USPTO patents with 853,638 reactions. Task: Predict the reaction yield, written as a fraction of the theoretical maximum amount of product (1.0 means a 100% yield; for example, 0.34 means a 34% yield). (1) The catalyst is C1COCC1. The reactants are Br[C:2]1[CH:10]=[CH:9][C:5]([C:6]([OH:8])=[O:7])=[C:4]([CH3:11])[CH:3]=1.C([Li])CCC.CN([CH:20]=[O:21])C. The yield is 0.400. The product is [CH:20]([C:2]1[CH:10]=[CH:9][C:5]([C:6]([OH:8])=[O:7])=[C:4]([CH3:11])[CH:3]=1)=[O:21]. (2) The product is [CH3:1][O:2][C:3]([C:5]1[CH:6]=[C:7]([C:24]2[CH:29]=[CH:28][CH:27]=[CH:26][CH:25]=2)[CH:8]=[C:9]([CH3:23])[C:10]=1[N:11]([S:13]([C:16]1[CH:21]=[CH:20][C:19]([O:22][CH2:30][C:31]#[C:32][CH3:33])=[CH:18][CH:17]=1)(=[O:14])=[O:15])[CH3:12])=[O:4]. The reactants are [CH3:1][O:2][C:3]([C:5]1[CH:6]=[C:7]([C:24]2[CH:29]=[CH:28][CH:27]=[CH:26][CH:25]=2)[CH:8]=[C:9]([CH3:23])[C:10]=1[N:11]([S:13]([C:16]1[CH:21]=[CH:20][C:19]([OH:22])=[CH:18][CH:17]=1)(=[O:15])=[O:14])[CH3:12])=[O:4].[CH2:30](O)[C:31]#[C:32][CH3:33]. The yield is 0.980. No catalyst specified. (3) The reactants are Cl.[N:2]12[CH2:9][CH2:8][CH:5]([CH2:6][CH2:7]1)[C:4](=[O:10])[CH2:3]2.[OH-].[K+].[N:13]1[CH:18]=[CH:17][CH:16]=[C:15]([CH:19]=O)[CH:14]=1. The catalyst is CO. The product is [N:13]1[CH:18]=[CH:17][CH:16]=[C:15]([CH:19]=[C:3]2[C:4](=[O:10])[CH:5]3[CH2:8][CH2:9][N:2]2[CH2:7][CH2:6]3)[CH:14]=1. The yield is 0.893. (4) The reactants are [Cl:1][C:2]1[CH:3]=[CH:4][C:5]2[CH2:6][NH:7][CH2:8][C@@H:9]([C:13]3[CH:18]=[CH:17][CH:16]=[CH:15][CH:14]=3)[O:10][C:11]=2[N:12]=1.[C:19](O)(=[O:21])[CH3:20].OCC=O.C([BH3-])#N.[Na+]. The catalyst is CO. The product is [Cl:1][C:2]1[CH:3]=[CH:4][C:5]2[CH2:6][N:7]([CH2:20][CH2:19][OH:21])[CH2:8][C@@H:9]([C:13]3[CH:18]=[CH:17][CH:16]=[CH:15][CH:14]=3)[O:10][C:11]=2[N:12]=1. The yield is 0.730. (5) The reactants are [CH2:1]([O:3][C:4](=[O:16])[CH2:5][N:6]1[C:14]2[CH2:13][CH2:12][CH2:11][CH:10]([NH2:15])[C:9]=2[CH:8]=[N:7]1)[CH3:2].Cl[C:18]([O:20][CH2:21][C:22]1[CH:27]=[CH:26][CH:25]=[CH:24][CH:23]=1)=[O:19]. The catalyst is C(=O)([O-])[O-].[Na+].[Na+]. The product is [CH2:1]([O:3][C:4](=[O:16])[CH2:5][N:6]1[C:14]2[CH2:13][CH2:12][CH2:11][CH:10]([NH:15][C:18]([O:20][CH2:21][C:22]3[CH:27]=[CH:26][CH:25]=[CH:24][CH:23]=3)=[O:19])[C:9]=2[CH:8]=[N:7]1)[CH3:2]. The yield is 0.982.